Dataset: Reaction yield outcomes from USPTO patents with 853,638 reactions. Task: Predict the reaction yield, written as a fraction of the theoretical maximum amount of product (1.0 means a 100% yield; for example, 0.34 means a 34% yield). (1) The reactants are [OH:1][C@@H:2]1[CH2:7][CH2:6][CH2:5][CH2:4][C@H:3]1[NH:8][C:9]1[S:10][C:11]2[CH:17]=[C:16]([CH2:18][N:19]3[C:23]4[CH:24]=[CH:25][C:26]([OH:28])=[CH:27][C:22]=4[N:21]=[CH:20]3)[CH:15]=[CH:14][C:12]=2[N:13]=1.I[CH2:30][CH3:31].C([O-])([O-])=O.[Cs+].[Cs+].O. The catalyst is CN1C(=O)CCC1. The product is [CH2:30]([O:28][C:26]1[CH:25]=[CH:24][C:23]2[N:19]([CH2:18][C:16]3[CH:15]=[CH:14][C:12]4[N:13]=[C:9]([NH:8][C@@H:3]5[CH2:4][CH2:5][CH2:6][CH2:7][C@H:2]5[OH:1])[S:10][C:11]=4[CH:17]=3)[CH:20]=[N:21][C:22]=2[CH:27]=1)[CH3:31]. The yield is 0.420. (2) The reactants are [N:1]1[CH:6]=[CH:5][CH:4]=[CH:3][C:2]=1[O:7][CH2:8][C:9]1[CH:14]=[CH:13][C:12]([CH2:15][OH:16])=[CH:11][CH:10]=1. The catalyst is [O-2].[O-2].[Mn+4].C(Cl)Cl. The product is [N:1]1[CH:6]=[CH:5][CH:4]=[CH:3][C:2]=1[O:7][CH2:8][C:9]1[CH:14]=[CH:13][C:12]([CH:15]=[O:16])=[CH:11][CH:10]=1. The yield is 0.420. (3) The reactants are [F:1][C:2]1[CH:3]=[C:4]([NH2:10])[C:5]([NH2:9])=[CH:6][C:7]=1[F:8].[C:11]([O:15][C:16]([N:18]1[CH2:23][CH2:22][CH2:21][CH2:20][CH:19]1[CH2:24][C:25](O)=O)=[O:17])([CH3:14])([CH3:13])[CH3:12]. The catalyst is C(OCC)(=O)C. The product is [C:11]([O:15][C:16]([N:18]1[CH2:23][CH2:22][CH2:21][CH2:20][CH:19]1[CH2:24][C:25]1[NH:9][C:5]2[CH:6]=[C:7]([F:8])[C:2]([F:1])=[CH:3][C:4]=2[N:10]=1)=[O:17])([CH3:14])([CH3:13])[CH3:12]. The yield is 0.150.